Dataset: Catalyst prediction with 721,799 reactions and 888 catalyst types from USPTO. Task: Predict which catalyst facilitates the given reaction. Reactant: C([O:4][C:5]1[CH:14]=[C:13]2[C:8]([CH:9]=[C:10]([C:15]3[CH:20]=[CH:19][CH:18]=[C:17]([O:21][CH3:22])[CH:16]=3)[CH2:11][O:12]2)=[CH:7][CH:6]=1)(=O)C.N1C=CN=C1.O1C2C(=CC=C(O)C=2)C=C(C2C=CC(O)=CC=2)C1. Product: [CH3:22][O:21][C:17]1[CH:16]=[C:15]([CH:20]=[CH:19][CH:18]=1)[C:10]1[CH2:11][O:12][C:13]2[C:8]([CH:9]=1)=[CH:7][CH:6]=[C:5]([OH:4])[CH:14]=2. The catalyst class is: 8.